This data is from Peptide-MHC class I binding affinity with 185,985 pairs from IEDB/IMGT. The task is: Regression. Given a peptide amino acid sequence and an MHC pseudo amino acid sequence, predict their binding affinity value. This is MHC class I binding data. (1) The peptide sequence is SVANRSKQK. The MHC is HLA-A68:01 with pseudo-sequence HLA-A68:01. The binding affinity (normalized) is 0.682. (2) The MHC is HLA-A29:02 with pseudo-sequence HLA-A29:02. The peptide sequence is TQIPRQMVL. The binding affinity (normalized) is 0.0847.